This data is from Forward reaction prediction with 1.9M reactions from USPTO patents (1976-2016). The task is: Predict the product of the given reaction. The product is: [Cl:1][C:2]1[CH:3]=[C:4]([C:8]2[C:9]([NH:14][C:24]([C:17]3[CH:16]=[N:15][N:19]4[CH:20]=[CH:21][CH:22]=[N:23][C:18]=34)=[O:25])=[C:10]([CH3:13])[NH:11][N:12]=2)[CH:5]=[CH:6][CH:7]=1. Given the reactants [Cl:1][C:2]1[CH:3]=[C:4]([C:8]2[NH:12][N:11]=[C:10]([CH3:13])[C:9]=2[NH2:14])[CH:5]=[CH:6][CH:7]=1.[N:15]1[N:19]2[CH:20]=[CH:21][CH:22]=[N:23][C:18]2=[C:17]([C:24](O)=[O:25])[CH:16]=1.F[P-](F)(F)(F)(F)F.N1(O[P+](N2CCCC2)(N2CCCC2)N2CCCC2)C2N=CC=CC=2N=N1.C(N(CC)C(C)C)(C)C, predict the reaction product.